From a dataset of Catalyst prediction with 721,799 reactions and 888 catalyst types from USPTO. Predict which catalyst facilitates the given reaction. (1) Reactant: [C:1]1(=[N:13][OH:14])[CH2:12][CH2:11][CH2:10][CH2:9][CH2:8][CH2:7][CH2:6][CH2:5][CH2:4][CH2:3][CH2:2]1.[CH:15]1([N:21]=[C:22]=[N:23][CH:24]2[CH2:29][CH2:28][CH2:27][CH2:26][CH2:25]2)[CH2:20][CH2:19][CH2:18][CH2:17][CH2:16]1. Product: [CH:24]1([NH:23][C:22](=[N:21][CH:15]2[CH2:20][CH2:19][CH2:18][CH2:17][CH2:16]2)[O:14][N:13]=[C:1]2[CH2:12][CH2:11][CH2:10][CH2:9][CH2:8][CH2:7][CH2:6][CH2:5][CH2:4][CH2:3][CH2:2]2)[CH2:25][CH2:26][CH2:27][CH2:28][CH2:29]1. The catalyst class is: 81. (2) Reactant: Cl[S:2]([C:5]1[CH:6]=[C:7]([CH:11]=[CH:12][C:13]=1[NH:14][CH3:15])[C:8]([OH:10])=[O:9])(=[O:4])=[O:3].[NH:16]1[CH2:21][CH2:20][O:19][CH2:18][CH2:17]1. Product: [CH3:15][NH:14][C:13]1[CH:12]=[CH:11][C:7]([C:8]([OH:10])=[O:9])=[CH:6][C:5]=1[S:2]([CH:18]1[O:19][CH2:20][CH2:21][NH:16][CH2:17]1)(=[O:4])=[O:3]. The catalyst class is: 13.